This data is from Forward reaction prediction with 1.9M reactions from USPTO patents (1976-2016). The task is: Predict the product of the given reaction. (1) Given the reactants [CH3:1][C:2]1([CH3:22])[C:10]2=[CH:11][C:12]3[NH:13][C:14]4[C:19]([C:20]=3[CH:21]=[C:9]2[C:8]2[C:3]1=[CH:4][CH:5]=[CH:6][CH:7]=2)=[CH:18][CH:17]=[CH:16][CH:15]=4.Br[C:24]1[CH:25]=[C:26]([CH:34]=[CH:35][CH:36]=1)[O:27]C1CCCCO1.P([O-])([O-])([O-])=O.[K+].[K+].[K+].C(P(C(C)(C)C)C(C)(C)C)(C)(C)C.C1(C)C=CC(S(O)(=O)=O)=CC=1, predict the reaction product. The product is: [CH3:1][C:2]1([CH3:22])[C:10]2=[CH:11][C:12]3[N:13]([C:24]4[CH:25]=[C:26]([OH:27])[CH:34]=[CH:35][CH:36]=4)[C:14]4[C:19]([C:20]=3[CH:21]=[C:9]2[C:8]2[C:3]1=[CH:4][CH:5]=[CH:6][CH:7]=2)=[CH:18][CH:17]=[CH:16][CH:15]=4. (2) Given the reactants C([O:5][C:6](=[O:34])[CH2:7][O:8][C:9]1[C:14]2[CH2:15][CH2:16][CH2:17][CH2:18][CH:19]([NH:20][S:21]([C:24]3[CH:29]=[CH:28][CH:27]=[C:26]([S:30]([CH3:33])(=[O:32])=[O:31])[CH:25]=3)(=[O:23])=[O:22])[C:13]=2[CH:12]=[CH:11][CH:10]=1)(C)(C)C.O.[OH-].[Li+], predict the reaction product. The product is: [CH3:33][S:30]([C:26]1[CH:25]=[C:24]([S:21]([NH:20][CH:19]2[C:13]3[CH:12]=[CH:11][CH:10]=[C:9]([O:8][CH2:7][C:6]([OH:34])=[O:5])[C:14]=3[CH2:15][CH2:16][CH2:17][CH2:18]2)(=[O:23])=[O:22])[CH:29]=[CH:28][CH:27]=1)(=[O:31])=[O:32].